This data is from Reaction yield outcomes from USPTO patents with 853,638 reactions. The task is: Predict the reaction yield, written as a fraction of the theoretical maximum amount of product (1.0 means a 100% yield; for example, 0.34 means a 34% yield). (1) The reactants are CN([C:4]([O:8]N1N=NC2C=CC=NC1=2)=[N+](C)C)C.F[P-](F)(F)(F)(F)F.[F:25][C:26]1[CH:27]=[C:28]([NH:37][C:38]([C@@H:40]2[NH:49][CH2:48][CH2:47][C:46]3[N:45]=[C:44]([O:50][CH3:51])[CH:43]=[CH:42][C:41]2=3)=[O:39])[CH:29]=[C:30]2[C:34]=1[C:33]([CH3:36])([CH3:35])[CH2:32][CH2:31]2.CCN(C(C)C)C(C)C.[C@H:61]1([C:68]([OH:70])=[O:69])[CH2:64][C@@H:63](C(O)=O)[CH2:62]1. The catalyst is CN(C=O)C.O.C(#N)C.O. The product is [F:25][C:26]1[CH:27]=[C:28]([NH:37][C:38]([C@@H:40]2[N:49]([C:4]([C:61]3([C:68]([OH:70])=[O:69])[CH2:62][CH2:63][CH2:64]3)=[O:8])[CH2:48][CH2:47][C:46]3[N:45]=[C:44]([O:50][CH3:51])[CH:43]=[CH:42][C:41]2=3)=[O:39])[CH:29]=[C:30]2[C:34]=1[C:33]([CH3:35])([CH3:36])[CH2:32][CH2:31]2. The yield is 0.330. (2) The reactants are Br[C:2]12[CH2:11][CH:6]3[CH2:7][CH:8]([CH2:10][CH:4]([CH2:5]3)[CH2:3]1)[CH2:9]2.[PH4+].[BH4-].[Na+].CC(N=NC(C#N)(C)C)(C#N)C. The catalyst is CC#N.C(Cl)(Cl)Cl. The product is [CH:2]12[CH2:11][CH:6]3[CH2:7][CH:8]([CH2:10][CH:4]([CH2:5]3)[CH2:3]1)[CH2:9]2. The yield is 1.00. (3) The reactants are [Br:1][C:2]1[CH:10]=[CH:9][CH:8]=[C:7]2[C:3]=1[C:4]1([C:21]3[CH:22]=[C:23]([F:27])[C:24]([F:26])=[CH:25][C:20]=3[O:19][CH2:18]1)[C:5](=[O:17])[N:6]2[CH2:11][C:12]([O:14]CC)=[O:13].O=C1C2(C3=CC4OCOC=4C=C3OC2)C2C(=CC=CC=2)N1CC(OCC)=O. No catalyst specified. The product is [Br:1][C:2]1[CH:10]=[CH:9][CH:8]=[C:7]2[C:3]=1[C:4]1([C:21]3[CH:22]=[C:23]([F:27])[C:24]([F:26])=[CH:25][C:20]=3[O:19][CH2:18]1)[C:5](=[O:17])[N:6]2[CH2:11][C:12]([OH:14])=[O:13]. The yield is 1.00. (4) The reactants are [CH3:1][C:2]1[CH:6]=[C:5]([CH2:7][NH2:8])[O:4][N:3]=1.P([O-])([O-])([O-])=O.[K+].[K+].[K+].COC1C=CC=C(OC)C=1C1C=CC=CC=1P(C1CCCCC1)C1CCCCC1.I[C:47]1[CH:56]=[CH:55][CH:54]=[CH:53][C:48]=1[C:49]([O:51][CH3:52])=[O:50]. The catalyst is C1(C)C=CC=CC=1.C1C=CC(/C=C/C(/C=C/C2C=CC=CC=2)=O)=CC=1.C1C=CC(/C=C/C(/C=C/C2C=CC=CC=2)=O)=CC=1.C1C=CC(/C=C/C(/C=C/C2C=CC=CC=2)=O)=CC=1.[Pd].[Pd].O. The yield is 0.450. The product is [CH3:1][C:2]1[CH:6]=[C:5]([CH2:7][NH:8][C:47]2[CH:56]=[CH:55][CH:54]=[CH:53][C:48]=2[C:49]([O:51][CH3:52])=[O:50])[O:4][N:3]=1.